Dataset: Full USPTO retrosynthesis dataset with 1.9M reactions from patents (1976-2016). Task: Predict the reactants needed to synthesize the given product. (1) Given the product [NH:18]1[C:6]([C:5]2[CH:8]=[CH:9][C:2]([NH2:1])=[CH:3][CH:4]=2)=[N:7][N:20]=[N:19]1, predict the reactants needed to synthesize it. The reactants are: [NH2:1][C:2]1[CH:9]=[CH:8][C:5]([C:6]#[N:7])=[CH:4][CH:3]=1.Cl.C(N(CC)CC)C.[N-:18]=[N+:19]=[N-:20].[Na+].Cl. (2) Given the product [NH4+:7].[OH-:16].[CH3:23][N:12]([CH2:11][C:9]1[N:10]=[C:6]2[CH:5]=[CH:4][CH:3]=[C:2]([N:30]3[CH2:31][CH2:32][N:27]([CH:24]([CH3:26])[CH3:25])[CH2:28][CH2:29]3)[N:7]2[CH:8]=1)[C@@H:13]1[C:18]2=[N:19][CH:20]=[CH:21][CH:22]=[C:17]2[O:16][CH2:15][CH2:14]1, predict the reactants needed to synthesize it. The reactants are: F[C:2]1[N:7]2[CH:8]=[C:9]([CH2:11][N:12]([CH3:23])[C@@H:13]3[C:18]4=[N:19][CH:20]=[CH:21][CH:22]=[C:17]4[O:16][CH2:15][CH2:14]3)[N:10]=[C:6]2[CH:5]=[CH:4][CH:3]=1.[CH:24]([N:27]1[CH2:32][CH2:31][NH:30][CH2:29][CH2:28]1)([CH3:26])[CH3:25]. (3) Given the product [NH2:8][C:9]1[N:10]=[CH:11][C:12]([N:36]2[CH2:37][C@H:38]3[C@H:40]([CH:39]3[C:42]([OH:44])=[O:43])[CH2:41]2)=[N:13][C:14]=1[C:15]1[O:16][C:17]([C:20]2[CH:25]=[CH:24][C:23]([CH2:26][NH:27][CH3:28])=[CH:22][CH:21]=2)=[N:18][N:19]=1, predict the reactants needed to synthesize it. The reactants are: C(OC([N:8](C(OC(C)(C)C)=O)[C:9]1[N:10]=[CH:11][C:12]([N:36]2[CH2:41][C@H:40]3[C@H:38]([CH:39]3[C:42]([OH:44])=[O:43])[CH2:37]2)=[N:13][C:14]=1[C:15]1[O:16][C:17]([C:20]2[CH:25]=[CH:24][C:23]([CH2:26][N:27](C(OC(C)(C)C)=O)[CH3:28])=[CH:22][CH:21]=2)=[N:18][N:19]=1)=O)(C)(C)C.C(O)(C(F)(F)F)=O. (4) Given the product [F:30][C:31]1[CH:36]=[CH:35][C:34]([O:1][C:2]2[CH:3]=[CH:4][C:5]([CH2:8][CH2:9][CH:10]([CH2:15][CH2:16][CH2:17][C:18]3[CH:19]=[CH:20][CH:21]=[CH:22][CH:23]=3)[C:11]([O:13][CH3:14])=[O:12])=[CH:6][CH:7]=2)=[CH:33][CH:32]=1, predict the reactants needed to synthesize it. The reactants are: [OH:1][C:2]1[CH:7]=[CH:6][C:5]([CH2:8][CH2:9][CH:10]([CH2:15][CH2:16][CH2:17][C:18]2[CH:23]=[CH:22][CH:21]=[CH:20][CH:19]=2)[C:11]([O:13][CH3:14])=[O:12])=[CH:4][CH:3]=1.N1C=CC=CC=1.[F:30][C:31]1[CH:36]=[CH:35][C:34](B(O)O)=[CH:33][CH:32]=1.O. (5) Given the product [CH3:16][S:8]([C:3]1[NH:7][N:6]=[N:5][N:4]=1)(=[O:13])=[O:9], predict the reactants needed to synthesize it. The reactants are: CS[C:3]1[NH:7][N:6]=[N:5][N:4]=1.[S:8]([O-:13])(O[O-])(=O)=[O:9].[K+].[K+].[CH2:16]1COCC1. (6) The reactants are: N.C([N:9]1[CH:17]=[N:16][C:15]2[C:10]1=[N:11][C:12]([N:26]1[C:30]([CH3:31])=[CH:29][C:28]([CH3:32])=[N:27]1)=[N:13][C:14]=2[NH:18][C:19]1[CH:24]=[CH:23][C:22](Cl)=[CH:21][CH:20]=1)C1C=CC=CC=1.C(N1C2C(=NC(N3C(C)=CC(C)=N3)=NC=2NC2C=CC(Cl)=CC=2)N=C1)C1C=CC=CC=1.[Na].[Cl-].[NH4+].Cl. Given the product [CH3:32][C:28]1[CH:29]=[C:30]([CH3:31])[N:26]([C:12]2[N:11]=[C:10]3[C:15]([N:16]=[CH:17][NH:9]3)=[C:14]([NH:18][C:19]3[CH:24]=[CH:23][CH:22]=[CH:21][CH:20]=3)[N:13]=2)[N:27]=1, predict the reactants needed to synthesize it.